This data is from Catalyst prediction with 721,799 reactions and 888 catalyst types from USPTO. The task is: Predict which catalyst facilitates the given reaction. (1) Reactant: [C:1]([NH:5][C:6]1[CH:7]=[C:8]([NH:12][C:13]2[C:18]([F:19])=[CH:17][N:16]=[C:15]([NH:20][C:21]3[CH:33]=[CH:32][C:24]([O:25][CH2:26][C:27]([O:29]CC)=[O:28])=[CH:23][CH:22]=3)[N:14]=2)[CH:9]=[CH:10][CH:11]=1)(=[O:4])[CH:2]=[CH2:3].O[Li].O.C(Cl)(Cl)Cl.CO. Product: [C:1]([NH:5][C:6]1[CH:7]=[C:8]([NH:12][C:13]2[C:18]([F:19])=[CH:17][N:16]=[C:15]([NH:20][C:21]3[CH:22]=[CH:23][C:24]([O:25][CH2:26][C:27]([OH:29])=[O:28])=[CH:32][CH:33]=3)[N:14]=2)[CH:9]=[CH:10][CH:11]=1)(=[O:4])[CH:2]=[CH2:3]. The catalyst class is: 24. (2) Reactant: [F:1][C:2]1[CH:3]=[C:4]([NH2:18])[CH:5]=[CH:6][C:7]=1[O:8][C:9]1[CH:14]=[CH:13][N:12]=[CH:11][C:10]=1[N+:15]([O-:17])=[O:16].[F:19][C:20]1[CH:25]=[CH:24][C:23]([CH2:26][C:27]([N:29]=[C:30]=[O:31])=[O:28])=[CH:22][CH:21]=1.COC1C=CC(CNC2N=CN=C(OC3C=CC(NC(NC(=O)CC4C=CC(F)=CC=4)=O)=CC=3F)C=2)=CC=1. Product: [F:1][C:2]1[CH:3]=[C:4]([NH:18][C:30]([NH:29][C:27](=[O:28])[CH2:26][C:23]2[CH:24]=[CH:25][C:20]([F:19])=[CH:21][CH:22]=2)=[O:31])[CH:5]=[CH:6][C:7]=1[O:8][C:9]1[CH:14]=[CH:13][N:12]=[CH:11][C:10]=1[N+:15]([O-:17])=[O:16]. The catalyst class is: 1. (3) Reactant: [CH2:1]([N:3]1[C:7]2=[N:8][C:9]([CH2:33][CH3:34])=[C:10]([CH2:19][NH:20][C:21]([C:23]3[CH:24]=[C:25]([CH:30]=[CH:31][CH:32]=3)[C:26]([O:28]C)=[O:27])=[O:22])[C:11]([NH:12][CH:13]3[CH2:18][CH2:17][O:16][CH2:15][CH2:14]3)=[C:6]2[CH:5]=[N:4]1)[CH3:2].[OH-].[Li+].C1COCC1.Cl. Product: [CH2:1]([N:3]1[C:7]2=[N:8][C:9]([CH2:33][CH3:34])=[C:10]([CH2:19][NH:20][C:21]([C:23]3[CH:24]=[C:25]([CH:30]=[CH:31][CH:32]=3)[C:26]([OH:28])=[O:27])=[O:22])[C:11]([NH:12][CH:13]3[CH2:18][CH2:17][O:16][CH2:15][CH2:14]3)=[C:6]2[CH:5]=[N:4]1)[CH3:2]. The catalyst class is: 6. (4) Reactant: COC1C=C(OC)C=CC=1C[N:6]1[C:11](=[O:12])[C:10]2[CH:13]=[C:14]([CH2:16][CH3:17])[S:15][C:9]=2[N:8]([CH2:18][C:19]2[CH:24]=[CH:23][C:22]([C:25]3[C:26]([C:31]#[N:32])=[CH:27][CH:28]=[CH:29][CH:30]=3)=[CH:21][C:20]=2[F:33])[C:7]1=[O:34].FC(F)(F)C(O)=O. Product: [CH2:16]([C:14]1[S:15][C:9]2[N:8]([CH2:18][C:19]3[CH:24]=[CH:23][C:22]([C:25]4[C:26]([C:31]#[N:32])=[CH:27][CH:28]=[CH:29][CH:30]=4)=[CH:21][C:20]=3[F:33])[C:7](=[O:34])[NH:6][C:11](=[O:12])[C:10]=2[CH:13]=1)[CH3:17]. The catalyst class is: 11. (5) Reactant: [CH3:1][C:2]1[CH:11]=[CH:10][C:5]([C:6]([O:8][CH3:9])=[O:7])=[CH:4][N+:3]=1[O-].C1(C)C=CC(S([Cl:22])(=O)=O)=CC=1.C(=O)(O)[O-].[Na+]. Product: [Cl:22][CH2:1][C:2]1[CH:11]=[CH:10][C:5]([C:6]([O:8][CH3:9])=[O:7])=[CH:4][N:3]=1. The catalyst class is: 12.